The task is: Predict the reactants needed to synthesize the given product.. This data is from Full USPTO retrosynthesis dataset with 1.9M reactions from patents (1976-2016). (1) Given the product [CH3:1][C:2]1[CH:7]=[CH:6][C:5]([CH2:8][C:9]([NH:16][NH2:17])=[O:11])=[CH:4][CH:3]=1, predict the reactants needed to synthesize it. The reactants are: [CH3:1][C:2]1[CH:7]=[CH:6][C:5]([CH2:8][C:9]([OH:11])=O)=[CH:4][CH:3]=1.C(Cl)CCl.[NH2:16][NH2:17].C(OCC)(=O)C. (2) Given the product [Cl:1][C:2]1[CH:9]=[CH:8][C:5]([CH:6]=[N:12][OH:13])=[C:4]([F:10])[C:3]=1[I:11], predict the reactants needed to synthesize it. The reactants are: [Cl:1][C:2]1[CH:9]=[CH:8][C:5]([CH:6]=O)=[C:4]([F:10])[C:3]=1[I:11].[NH2:12][OH:13]. (3) Given the product [NH2:22][C:21]1[CH:16]=[CH:17][C:18]([O:23][C:2]2[CH:3]=[CH:4][C:5]([N+:13]([O-:15])=[O:14])=[C:6]([CH2:8][C:9]([O:11][CH3:12])=[O:10])[CH:7]=2)=[CH:19][CH:20]=1, predict the reactants needed to synthesize it. The reactants are: F[C:2]1[CH:3]=[CH:4][C:5]([N+:13]([O-:15])=[O:14])=[C:6]([CH2:8][C:9]([O:11][CH3:12])=[O:10])[CH:7]=1.[CH:16]1[C:21]([NH2:22])=[CH:20][CH:19]=[C:18]([OH:23])[CH:17]=1.OS(O)(=O)=O.C([O-])([O-])=O.[K+].[K+].C1OCCOCCOCCOCCOCCOC1. (4) Given the product [N:32]1[CH:31]=[CH:30][N:28]2[CH:29]=[C:24]([C:9]3[CH:10]=[CH:11][C:6]([C:4]([O:3][CH2:1][CH3:2])=[O:5])=[CH:7][CH:8]=3)[CH:25]=[CH:26][C:27]=12, predict the reactants needed to synthesize it. The reactants are: [CH2:1]([O:3][C:4]([C:6]1[CH:11]=[CH:10][C:9](B(O)O)=[CH:8][CH:7]=1)=[O:5])[CH3:2].[O-]P([O-])([O-])=O.[K+].[K+].[K+].Br[C:24]1[CH:25]=[CH:26][C:27]2[N:28]([CH:30]=[CH:31][N:32]=2)[CH:29]=1. (5) Given the product [F:12][C@@H:9]1[CH2:10][CH2:11][N:7]([CH2:6][C:5]2[CH:13]=[CH:14][C:2](/[CH:24]=[CH:23]/[B:18]3[O:17][C:16]([CH3:25])([CH3:15])[CH2:21][CH:20]([CH3:22])[O:19]3)=[CH:3][CH:4]=2)[CH2:8]1, predict the reactants needed to synthesize it. The reactants are: Br[C:2]1[CH:14]=[CH:13][C:5]([CH2:6][N:7]2[CH2:11][CH2:10][C@@H:9]([F:12])[CH2:8]2)=[CH:4][CH:3]=1.[CH3:15][C:16]1([CH3:25])[CH2:21][CH:20]([CH3:22])[O:19][B:18]([CH:23]=[CH2:24])[O:17]1. (6) Given the product [CH:2]1([CH2:5][O:6][C:7]2[CH:15]=[CH:14][C:10]3[O:11][CH2:12][O:13][C:9]=3[C:8]=2[C:16]2[C:17]3[NH:24][C:23]([CH3:25])=[C:22]([C:26]([NH:28][CH:29]4[CH2:30][CH2:31][N:32]([C:35](=[O:38])[CH2:36][CH3:37])[CH2:33][CH2:34]4)=[O:27])[C:18]=3[N:19]=[CH:20][N:21]=2)[CH2:4][CH2:3]1, predict the reactants needed to synthesize it. The reactants are: Cl.[CH:2]1([CH2:5][O:6][C:7]2[CH:15]=[CH:14][C:10]3[O:11][CH2:12][O:13][C:9]=3[C:8]=2[C:16]2[C:17]3[NH:24][C:23]([CH3:25])=[C:22]([C:26]([NH:28][CH:29]4[CH2:34][CH2:33][NH:32][CH2:31][CH2:30]4)=[O:27])[C:18]=3[N:19]=[CH:20][N:21]=2)[CH2:4][CH2:3]1.[C:35](Cl)(=[O:38])[CH2:36][CH3:37]. (7) Given the product [OH:27][C:6]1[CH:7]=[CH:8][C:9]([CH2:11][CH2:12][CH2:13][NH:14][C@@H:15]([C:17]2[C:26]3[C:21](=[CH:22][CH:23]=[CH:24][CH:25]=3)[CH:20]=[CH:19][CH:18]=2)[CH3:16])=[CH:10][C:5]=1[C:4]([OH:28])=[O:3], predict the reactants needed to synthesize it. The reactants are: Cl.C[O:3][C:4](=[O:28])[C:5]1[CH:10]=[C:9]([CH2:11][CH2:12][CH2:13][NH:14][C@@H:15]([C:17]2[C:26]3[C:21](=[CH:22][CH:23]=[CH:24][CH:25]=3)[CH:20]=[CH:19][CH:18]=2)[CH3:16])[CH:8]=[CH:7][C:6]=1[OH:27].[Li+].[OH-]. (8) Given the product [CH2:1]([O:5][CH2:6][CH2:7][O:8][C:9]1[CH:10]=[CH:11][C:12]([C:15]2[CH:20]=[CH:19][C:18]([N:21]([CH2:23][CH2:24][O:25][CH3:26])[CH3:22])=[C:17](/[CH:27]=[CH:28]/[C:29]([OH:31])=[O:30])[CH:16]=2)=[CH:13][CH:14]=1)[CH2:2][CH2:3][CH3:4], predict the reactants needed to synthesize it. The reactants are: [CH2:1]([O:5][CH2:6][CH2:7][O:8][C:9]1[CH:14]=[CH:13][C:12]([C:15]2[CH:20]=[CH:19][C:18]([N:21]([CH2:23][CH2:24][O:25][CH3:26])[CH3:22])=[C:17](/[CH:27]=[CH:28]/[C:29]([O:31]CC)=[O:30])[CH:16]=2)=[CH:11][CH:10]=1)[CH2:2][CH2:3][CH3:4].[OH-].[Na+].O.Cl. (9) Given the product [Br:1][C:2]1[C:6]([N+:7]([O-:9])=[O:8])=[C:5]([Br:10])[N:4]([CH2:27][C:23]2[CH:24]=[CH:25][CH:26]=[C:21]([CH2:20][N:3]3[C:2]([Br:1])=[C:6]([N+:7]([O-:9])=[O:8])[C:5]([Br:10])=[N:4]3)[CH:22]=2)[N:3]=1, predict the reactants needed to synthesize it. The reactants are: [Br:1][C:2]1[C:6]([N+:7]([O-:9])=[O:8])=[C:5]([Br:10])[NH:4][N:3]=1.C(=O)([O-])[O-].[K+].[K+].[I-].[K+].Br[CH2:20][C:21]1[CH:26]=[CH:25][CH:24]=[C:23]([CH2:27]Br)[CH:22]=1. (10) Given the product [Br:1][C:2]1[CH:3]=[CH:4][C:5]([Cl:11])=[C:6]([C:7]([C:18]2[CH:19]=[CH:20][C:15]([O:14][CH2:12][CH3:13])=[C:16]([F:22])[C:17]=2[F:21])=[O:8])[CH:10]=1, predict the reactants needed to synthesize it. The reactants are: [Br:1][C:2]1[CH:3]=[CH:4][C:5]([Cl:11])=[C:6]([CH:10]=1)[C:7](Cl)=[O:8].[CH2:12]([O:14][C:15]1[CH:20]=[CH:19][CH:18]=[C:17]([F:21])[C:16]=1[F:22])[CH3:13].[Cl-].[Al+3].[Cl-].[Cl-].